This data is from Forward reaction prediction with 1.9M reactions from USPTO patents (1976-2016). The task is: Predict the product of the given reaction. (1) Given the reactants [CH3:1][C@@H:2]([C@@H:8]1[C@@:12]2([CH3:27])[CH2:13][CH2:14][C@@H:15]3[C@@:20]4([CH3:26])[CH2:21][CH2:22][C@@H:23]([OH:25])[CH2:24][C@H:19]4[CH2:18][CH2:17][C@H:16]3[C@@H:11]2[CH2:10][CH2:9]1)[CH2:3][CH2:4][C:5](O)=[O:6].O1CCCC1.C(N(CC)CC)C.[CH2:40]([NH:58][CH2:59][CH2:60][CH2:61][CH2:62][CH2:63][CH2:64][CH2:65][CH2:66][CH2:67][CH2:68][CH2:69][CH2:70][CH2:71][CH2:72][CH2:73][CH2:74][CH2:75][CH3:76])[CH2:41][CH2:42][CH2:43][CH2:44][CH2:45][CH2:46][CH2:47][CH2:48][CH2:49][CH2:50][CH2:51][CH2:52][CH2:53][CH2:54][CH2:55][CH2:56][CH3:57], predict the reaction product. The product is: [CH2:59]([N:58]([CH2:40][CH2:41][CH2:42][CH2:43][CH2:44][CH2:45][CH2:46][CH2:47][CH2:48][CH2:49][CH2:50][CH2:51][CH2:52][CH2:53][CH2:54][CH2:55][CH2:56][CH3:57])[C:5](=[O:6])[CH2:4][CH2:3][CH:2]([CH:8]1[C:12]2([CH3:27])[CH:11]([CH:16]3[CH:15]([CH2:14][CH2:13]2)[C:20]2([CH3:26])[CH:19]([CH2:24][CH:23]([OH:25])[CH2:22][CH2:21]2)[CH2:18][CH2:17]3)[CH2:10][CH2:9]1)[CH3:1])[CH2:60][CH2:61][CH2:62][CH2:63][CH2:64][CH2:65][CH2:66][CH2:67][CH2:68][CH2:69][CH2:70][CH2:71][CH2:72][CH2:73][CH2:74][CH2:75][CH3:76]. (2) Given the reactants C([O:3][C:4]([C:6]1[C:14]2[CH2:13][CH2:12][N:11]([C:15]3[CH:20]=[CH:19][C:18]([C:21]4[CH:26]=[CH:25][CH:24]=[CH:23][C:22]=4[CH2:27][NH:28][CH3:29])=[CH:17][CH:16]=3)[C:10](=[O:30])[C:9]=2[N:8]([C:31]2[CH:36]=[CH:35][C:34]([O:37][CH3:38])=[CH:33][CH:32]=2)[N:7]=1)=O)C.C([NH2:41])=O.CO[Na].O, predict the reaction product. The product is: [CH3:38][O:37][C:34]1[CH:35]=[CH:36][C:31]([N:8]2[C:9]3[C:10](=[O:30])[N:11]([C:15]4[CH:20]=[CH:19][C:18]([C:21]5[CH:26]=[CH:25][CH:24]=[CH:23][C:22]=5[CH2:27][NH:28][CH3:29])=[CH:17][CH:16]=4)[CH2:12][CH2:13][C:14]=3[C:6]([C:4]([NH2:41])=[O:3])=[N:7]2)=[CH:32][CH:33]=1. (3) Given the reactants [Cl:1][C:2]1[CH:7]=[CH:6][C:5]([C:8]([CH:11](C(OCC)=O)[C:12]([O:14][CH2:15][CH3:16])=[O:13])([CH3:10])[CH3:9])=[CH:4][CH:3]=1.[Cl-].[Li+].O.C(OCC)C, predict the reaction product. The product is: [Cl:1][C:2]1[CH:3]=[CH:4][C:5]([C:8]([CH3:9])([CH3:10])[CH2:11][C:12]([O:14][CH2:15][CH3:16])=[O:13])=[CH:6][CH:7]=1. (4) Given the reactants [NH2:1][C@@H:2]([CH3:17])[C@@H:3]([C:5]1[CH:6]=[CH:7][C:8]([OH:16])=[C:9]([NH:11][S:12]([CH3:15])(=[O:14])=[O:13])[CH:10]=1)[OH:4].[CH2:18]([O:20][C:21]1[CH:22]=[C:23]([CH:26]=[C:27]([O:29][CH2:30][CH3:31])[CH:28]=1)[CH:24]=O)[CH3:19], predict the reaction product. The product is: [CH2:30]([O:29][C:27]1[CH:26]=[C:23]([CH:22]=[C:21]([O:20][CH2:18][CH3:19])[CH:28]=1)[CH2:24][NH:1][C@@H:2]([CH3:17])[C@@H:3]([C:5]1[CH:6]=[CH:7][C:8]([OH:16])=[C:9]([NH:11][S:12]([CH3:15])(=[O:14])=[O:13])[CH:10]=1)[OH:4])[CH3:31].